This data is from Reaction yield outcomes from USPTO patents with 853,638 reactions. The task is: Predict the reaction yield, written as a fraction of the theoretical maximum amount of product (1.0 means a 100% yield; for example, 0.34 means a 34% yield). (1) The reactants are [NH:1]1[CH:5]=[N:4][CH:3]=[N:2]1.[F:6][C:7]1[CH:14]=[CH:13][C:10]([CH2:11]Br)=[CH:9][CH:8]=1.N12CCCN=C1CCCCC2. The catalyst is C1COCC1. The product is [F:6][C:7]1[CH:14]=[CH:13][C:10]([CH2:11][N:1]2[CH:5]=[N:4][CH:3]=[N:2]2)=[CH:9][CH:8]=1. The yield is 0.680. (2) The reactants are [F:1][C:2]1[CH:3]=[C:4]2[C:8](=[CH:9][C:10]=1[NH2:11])[NH:7][C:6](=[O:12])[CH2:5]2.N1CCCCC1.Cl[C:20]([C:22]([O:25][C:26](=[O:28])[CH3:27])([CH3:24])[CH3:23])=[O:21]. The yield is 0.995. The catalyst is O1CCCC1. The product is [F:1][C:2]1[CH:3]=[C:4]2[C:8](=[CH:9][C:10]=1[NH:11][C:20]([C:22]([O:25][C:26](=[O:28])[CH3:27])([CH3:24])[CH3:23])=[O:21])[NH:7][C:6](=[O:12])[CH2:5]2. (3) The reactants are C(C1C=C(NC2N=C(NC3C=CC=C(C(O)=O)C=3)C(F)=CN=2)C=CC=1)(O)=O.C[O:29][C:30]([C:32]1[CH:37]=[CH:36][C:35]([NH:38][C:39]2[N:44]=[C:43]([NH:45][C:46]3[CH:51]=[CH:50][C:49]([C:52]([O:54]C)=[O:53])=[CH:48][CH:47]=3)[C:42]([F:56])=[CH:41][N:40]=2)=[CH:34][CH:33]=1)=[O:31].[OH-].[Na+]. No catalyst specified. The product is [C:30]([C:32]1[CH:37]=[CH:36][C:35]([NH:38][C:39]2[N:44]=[C:43]([NH:45][C:46]3[CH:51]=[CH:50][C:49]([C:52]([OH:54])=[O:53])=[CH:48][CH:47]=3)[C:42]([F:56])=[CH:41][N:40]=2)=[CH:34][CH:33]=1)([OH:31])=[O:29]. The yield is 0.590. (4) The reactants are Cl[C:2]1[N:7]2[N:8]=[CH:9][CH:10]=[C:6]2[N:5]=[C:4]([C:11]2[CH:16]=[CH:15][C:14]([Cl:17])=[CH:13][CH:12]=2)[CH:3]=1.[Cl-].[CH2:19]([Zn+])[CH3:20].C1[CH2:26][O:25]CC1.[CH2:27]([Mg]Cl)[CH3:28].C1C[O:34]CC1.[Cl-].[NH4+]. The catalyst is C1COCC1.[Cl-].[Zn+2].[Cl-].C1COCC1. The product is [CH2:27]([C:9]1[C:10]([C:26]([OH:25])=[O:34])=[C:6]2[N:5]=[C:4]([C:11]3[CH:16]=[CH:15][C:14]([Cl:17])=[CH:13][CH:12]=3)[CH:3]=[C:2]([CH2:19][CH3:20])[N:7]2[N:8]=1)[CH3:28]. The yield is 0.540. (5) The reactants are [C:1]([O:5][C:6]([NH:8][C@@H:9]1[C:23](=[O:24])[N:22]2[CH2:25][C@H:26]([O:28][C:29]3[N:30]=[C:31]4[C:36](=[C:37]5[C:42]=3[CH:41]=[CH:40][CH:39]=[CH:38]5)[CH:35]=[CH:34][CH:33]=[CH:32]4)[CH2:27][C@H:21]2[C:20](=[O:43])[NH:19][C@:18]2([C:45]([O:47][CH2:48][CH3:49])=[O:46])[CH2:44][C@H:17]2[CH:16]=[CH:15][CH2:14][CH2:13][CH2:12][CH2:11][CH2:10]1)=[O:7])([CH3:4])([CH3:3])[CH3:2].[O:50]1CCCC1.B.[OH-].[Na+].OO. The catalyst is O1CCCC1.C(OCC)(=O)C.O. The product is [C:1]([O:5][C:6]([NH:8][C@@H:9]1[C:23](=[O:24])[N:22]2[CH2:25][C@H:26]([O:28][C:29]3[N:30]=[C:31]4[C:36](=[C:37]5[C:42]=3[CH:41]=[CH:40][CH:39]=[CH:38]5)[CH:35]=[CH:34][CH:33]=[CH:32]4)[CH2:27][C@H:21]2[C:20](=[O:43])[NH:19][C@:18]2([C:45]([O:47][CH2:48][CH3:49])=[O:46])[CH2:44][C@H:17]2[CH2:16][CH:15]([OH:50])[CH2:14][CH2:13][CH2:12][CH2:11][CH2:10]1)=[O:7])([CH3:4])([CH3:3])[CH3:2]. The yield is 0.323. (6) The reactants are Br[C:2]1[CH:7]=[C:6]([C:8](=[O:17])[CH2:9][C:10]2[CH:15]=[CH:14][CH:13]=[C:12]([CH3:16])[N:11]=2)[CH:5]=[CH:4][N:3]=1.[CH:18]([C:20]1[CH:25]=[CH:24][C:23](B(O)O)=[CH:22][CH:21]=1)=[O:19]. No catalyst specified. The product is [CH3:16][C:12]1[N:11]=[C:10]([CH2:9][C:8]([C:6]2[CH:5]=[CH:4][N:3]=[C:2]([C:23]3[CH:24]=[CH:25][C:20]([CH:18]=[O:19])=[CH:21][CH:22]=3)[CH:7]=2)=[O:17])[CH:15]=[CH:14][CH:13]=1. The yield is 0.967. (7) The reactants are [C:1]([C:4]1[CH:9]=[CH:8][C:7]([C:10]([F:13])([F:12])[F:11])=[CH:6][CH:5]=1)([CH3:3])=[CH2:2].CN1C=CN=C1.[N+](=[CH:22][C:23]([O:25][CH2:26][CH3:27])=[O:24])=[N-]. The catalyst is C1(C)C=CC=CC=1. The product is [CH3:3][C:1]1([C:4]2[CH:9]=[CH:8][C:7]([C:10]([F:11])([F:13])[F:12])=[CH:6][CH:5]=2)[CH2:2][CH:22]1[C:23]([O:25][CH2:26][CH3:27])=[O:24]. The yield is 0.820. (8) The reactants are O.NN.CCO.O=C1C2C(=CC=CC=2)C(=O)[N:9]1[C@H:18]([C:20]1[C:29]([C:30]2[CH:35]=[CH:34][CH:33]=[CH:32][C:31]=2[S:36]([CH3:39])(=[O:38])=[O:37])=[N:28][C:27]2[C:26]([C:40]#[N:41])=[CH:25][CH:24]=[CH:23][C:22]=2[N:21]=1)[CH3:19].C([O-])(O)=O.[Na+]. The catalyst is C(Cl)Cl. The product is [NH2:9][C@H:18]([C:20]1[C:29]([C:30]2[CH:35]=[CH:34][CH:33]=[CH:32][C:31]=2[S:36]([CH3:39])(=[O:38])=[O:37])=[N:28][C:27]2[C:26]([C:40]#[N:41])=[CH:25][CH:24]=[CH:23][C:22]=2[N:21]=1)[CH3:19]. The yield is 0.930. (9) The reactants are [OH:1][C@H:2]1[CH2:6][CH2:5][O:4][CH2:3]1.[N+:7]([C:10]1[CH:15]=[CH:14][C:13]([O:16][C:17](=O)[O:18]C2C=CC([N+]([O-])=O)=CC=2)=[CH:12][CH:11]=1)([O-:9])=[O:8]. The catalyst is C(Cl)Cl.O. The product is [O:4]1[CH2:5][CH2:6][CH:2]([O:1][C:17](=[O:18])[O:16][C:13]2[CH:12]=[CH:11][C:10]([N+:7]([O-:9])=[O:8])=[CH:15][CH:14]=2)[CH2:3]1. The yield is 0.710. (10) The reactants are [CH3:1][C:2]1[N:3]([C:11]2[CH:16]=[CH:15][C:14]([F:17])=[CH:13][C:12]=2[C:18]([F:21])([F:20])[F:19])[C:4]([CH3:10])=[CH:5][C:6]=1[C:7](Cl)=[O:8].[S:22]([NH2:32])(=[O:31])([C:24]1[CH:29]=[CH:28][C:27]([NH2:30])=[CH:26][CH:25]=1)=[O:23].C(N(C(C)C)CC)(C)C. The catalyst is C1COCC1. The product is [S:22]([C:24]1[CH:25]=[CH:26][C:27]([NH:30][C:7]([C:6]2[CH:5]=[C:4]([CH3:10])[N:3]([C:11]3[CH:16]=[CH:15][C:14]([F:17])=[CH:13][C:12]=3[C:18]([F:21])([F:20])[F:19])[C:2]=2[CH3:1])=[O:8])=[CH:28][CH:29]=1)(=[O:23])(=[O:31])[NH2:32]. The yield is 0.660.